The task is: Predict the reaction yield, written as a fraction of the theoretical maximum amount of product (1.0 means a 100% yield; for example, 0.34 means a 34% yield).. This data is from Reaction yield outcomes from USPTO patents with 853,638 reactions. (1) The reactants are [Cl:1][C:2]1[CH:7]=[CH:6][C:5]([CH2:8][C:9]#[N:10])=[C:4]([F:11])[CH:3]=1.[C:12]([Si:16]([CH3:31])([CH3:30])[O:17][CH2:18][CH2:19][O:20][C:21]1[CH:28]=[CH:27][C:26]([Cl:29])=[CH:25][C:22]=1[CH:23]=O)([CH3:15])([CH3:14])[CH3:13].C[O-].[Na+]. The catalyst is CO. The product is [C:12]([Si:16]([CH3:31])([CH3:30])[O:17][CH2:18][CH2:19][O:20][C:21]1[CH:28]=[CH:27][C:26]([Cl:29])=[CH:25][C:22]=1/[CH:23]=[C:8](/[C:5]1[CH:6]=[CH:7][C:2]([Cl:1])=[CH:3][C:4]=1[F:11])\[C:9]#[N:10])([CH3:15])([CH3:14])[CH3:13]. The yield is 0.800. (2) The reactants are [CH3:1][O:2][CH2:3][C:4](=[O:18])[C:5](=[N:10][NH:11][C:12]1[CH:17]=[CH:16][N:15]=[CH:14][CH:13]=1)[C:6]([O:8][CH3:9])=[O:7].[CH3:19]OC(OC)N(C)C. The catalyst is C1(C)C=CC=CC=1. The product is [CH3:1][O:2][C:3]1[C:4](=[O:18])[C:5]([C:6]([O:8][CH3:9])=[O:7])=[N:10][N:11]([C:12]2[CH:13]=[CH:14][N:15]=[CH:16][CH:17]=2)[CH:19]=1. The yield is 0.450. (3) The reactants are [CH:1]1([CH2:4][CH2:5][N:6]2[C:14]3[C:9](=[CH:10][CH:11]=[CH:12][CH:13]=3)[C:8]([C:17]3[C:25]([OH:26])=[CH:24][C:20]4[O:21][CH2:22][O:23][C:19]=4[CH:18]=3)([CH2:15]O)[C:7]2=[O:27])[CH2:3][CH2:2]1.C1(P(C2C=CC=CC=2)C2C=CC=CC=2)C=CC=CC=1.N(C(OCC)=O)=NC(OCC)=O. The catalyst is C1COCC1. The product is [CH:1]1([CH2:4][CH2:5][N:6]2[C:14]3[C:9](=[CH:10][CH:11]=[CH:12][CH:13]=3)[C:8]3([C:17]4=[CH:18][C:19]5[O:23][CH2:22][O:21][C:20]=5[CH:24]=[C:25]4[O:26][CH2:15]3)[C:7]2=[O:27])[CH2:3][CH2:2]1. The yield is 0.720. (4) The reactants are [CH3:1][C:2]1[CH:7]=[C:6]([C:8]([O:10]C)=[O:9])[CH:5]=[CH:4][C:3]=1[C:12]1[CH:17]=[CH:16][C:15]([C:18]([O:20]C)=[O:19])=[CH:14][C:13]=1[CH3:22].[Br:23][N:24]1[C:28](=O)[CH2:27]C[C:25]1=O.CC(N=NC(C#N)(C)C)([C:34]#[N:35])C.[CH3:43][N:44]1[CH:48]=[CH:47][N:46]=[CH:45]1.[Br-:49].[NH+]1C=CNC=1.[Li+].[OH-].Br. The catalyst is C1COCC1.O.CC#N.CCOC(C)=O.C(Cl)(Cl)(Cl)Cl. The product is [Br-:23].[C:18]([C:15]1[CH:16]=[CH:17][C:12]([C:3]2[CH:4]=[CH:5][C:6]([C:8]([OH:10])=[O:9])=[CH:7][C:2]=2[CH2:1][N+:46]2[CH:47]=[CH:48][N:44]([CH3:43])[CH:45]=2)=[C:13]([CH2:22][N+:35]2[CH:27]=[CH:28][N:24]([CH3:25])[CH:34]=2)[CH:14]=1)([OH:20])=[O:19].[Br-:49]. The yield is 0.450. (5) The reactants are [N+:1]([C:4]1[CH:5]=[CH:6]C(C=C)=[N:8][CH:9]=1)([O-:3])=[O:2].C[N+]1([O-])CC[O:16]CC1.[CH3:20][C:21]([CH3:23])=[O:22]. The catalyst is [Os](=O)(=O)(=O)=O. The product is [N+:1]([C:4]1[CH:5]=[CH:6][C:20]([CH:21]([OH:22])[CH2:23][OH:16])=[N:8][CH:9]=1)([O-:3])=[O:2]. The yield is 0.860.